From a dataset of Cav3 T-type calcium channel HTS with 100,875 compounds. Binary Classification. Given a drug SMILES string, predict its activity (active/inactive) in a high-throughput screening assay against a specified biological target. (1) The result is 0 (inactive). The drug is O1C2C(N(C1)c1ccc(OC)cc1)c1c3c2cccc3ccc1. (2) The drug is s1c(C(OCC(=O)c2ccc(cc2)C)=O)ccc1. The result is 0 (inactive). (3) The molecule is Brc1c(cc(OCC(=O)NNC(OC)=O)cc1)C. The result is 0 (inactive). (4) The drug is O(CC(=O)c1c(n(c(c1)C)c1ccccc1)C)C(=O)C1=NNC(=O)CC1. The result is 0 (inactive). (5) The compound is S(c1[nH]c2c(n1)cccc2)CC(=O)NC(=O)NCc1occc1. The result is 0 (inactive). (6) The molecule is O(C(=O)C1N(C2=NC(=C(C3N(c4c(C23C1)cccc4)CC#CC)C(OC)=O)C(OC)=O)C(=O)NC(C)(C)C)C. The result is 0 (inactive). (7) The compound is [O-][N+](=O)c1n(Cc2c(cccc2)C)c(nc1)C. The result is 0 (inactive). (8) The molecule is S(=O)(=O)(N1CCC(CC1)C(O)=O)c1c([nH]nc1C)C. The result is 0 (inactive). (9) The molecule is s1c(c(nc1NC(=S)NC(=O)c1ccc(OC)cc1)C)C(=O)N(C)C. The result is 0 (inactive).